From a dataset of Full USPTO retrosynthesis dataset with 1.9M reactions from patents (1976-2016). Predict the reactants needed to synthesize the given product. Given the product [ClH:21].[C:1]([C:5]1[CH:18]=[CH:17][C:8]2[NH:9][C:10]([CH2:12][CH2:13][CH2:14][CH2:15][Cl:21])=[N:11][C:7]=2[CH:6]=1)([CH3:4])([CH3:3])[CH3:2], predict the reactants needed to synthesize it. The reactants are: [C:1]([C:5]1[CH:18]=[CH:17][C:8]2[NH:9][C:10]([CH2:12][CH2:13][CH2:14][CH2:15]O)=[N:11][C:7]=2[CH:6]=1)([CH3:4])([CH3:3])[CH3:2].S(Cl)([Cl:21])=O.